This data is from Catalyst prediction with 721,799 reactions and 888 catalyst types from USPTO. The task is: Predict which catalyst facilitates the given reaction. (1) The catalyst class is: 7. Product: [Cl:31][C:28]1[CH:27]=[CH:26][C:25]([C:18]([N:13]2[C:14]3[C:10](=[C:9]([NH:8][C:6](=[O:7])[O:5][C:1]([CH3:4])([CH3:3])[CH3:2])[CH:17]=[CH:16][CH:15]=3)[CH:11]=[CH:12]2)([CH2:23][CH3:24])[CH2:19][OH:20])=[CH:30][CH:29]=1. Reactant: [C:1]([O:5][C:6]([NH:8][C:9]1[CH:17]=[CH:16][CH:15]=[C:14]2[C:10]=1[CH:11]=[CH:12][N:13]2[C:18]([C:25]1[CH:30]=[CH:29][C:28]([Cl:31])=[CH:27][CH:26]=1)([CH2:23][CH3:24])[C:19](OC)=[O:20])=[O:7])([CH3:4])([CH3:3])[CH3:2].[H-].[Al+3].[Li+].[H-].[H-].[H-].O. (2) Reactant: [O:1]=[C:2]1[C:10]2([CH2:14][O:13][C:12]3[CH:15]=[C:16]4[C:20](=[CH:21][C:11]2=3)[CH2:19][CH2:18][O:17]4)[C:9]2[C:4](=[CH:5][CH:6]=[CH:7][CH:8]=2)[N:3]1[CH2:22][C:23]1[CH:24]=[C:25]([CH:28]=[CH:29][CH:30]=1)[C:26]#[N:27].[NH2:31][OH:32]. Product: [OH:32][N:31]=[C:26]([C:25]1[CH:28]=[CH:29][CH:30]=[C:23]([CH2:22][N:3]2[C:4]3[C:9](=[CH:8][CH:7]=[CH:6][CH:5]=3)[C:10]3([CH2:14][O:13][C:12]4[CH:15]=[C:16]5[C:20](=[CH:21][C:11]3=4)[CH2:19][CH2:18][O:17]5)[C:2]2=[O:1])[CH:24]=1)[NH2:27]. The catalyst class is: 16.